Task: Predict the reactants needed to synthesize the given product.. Dataset: Full USPTO retrosynthesis dataset with 1.9M reactions from patents (1976-2016) Given the product [C:26]([C:23]1[CH:24]=[CH:25][C:20]([C:18]2[N:19]=[C:15]([CH:13]([C:11]3[CH:10]=[CH:9][C:8]4[N:4]([CH2:3][O:2][CH3:1])[C:5](=[O:32])[S:6][C:7]=4[CH:12]=3)[CH3:14])[S:16][CH:17]=2)=[N:21][CH:22]=1)(=[O:27])[CH3:31], predict the reactants needed to synthesize it. The reactants are: [CH3:1][O:2][CH2:3][N:4]1[C:8]2[CH:9]=[CH:10][C:11]([CH:13]([C:15]3[S:16][CH:17]=[C:18]([C:20]4[CH:25]=[CH:24][C:23]([C:26]5([CH3:31])OCC[O:27]5)=[CH:22][N:21]=4)[N:19]=3)[CH3:14])=[CH:12][C:7]=2[S:6][C:5]1=[O:32].Cl.[OH-].[Na+].